The task is: Regression/Classification. Given a drug SMILES string, predict its toxicity properties. Task type varies by dataset: regression for continuous values (e.g., LD50, hERG inhibition percentage) or binary classification for toxic/non-toxic outcomes (e.g., AMES mutagenicity, cardiotoxicity, hepatotoxicity). Dataset: ld50_zhu.. This data is from Acute oral toxicity (LD50) regression data from Zhu et al.. (1) The drug is O=C1OC(=O)c2ccc(Cl)c3cccc1c23. The rat oral LD50 is 1.83, given as -log10 of the dose in mol/kg body weight (higher means more acutely toxic). (2) The compound is c1ccc(Nc2ccccc2)cc1. The rat oral LD50 is 2.18, given as -log10 of the dose in mol/kg body weight (higher means more acutely toxic). (3) The molecule is CCOP(=S)(OCC)SCc1nnc(CC)o1. The rat oral LD50 is 4.44, given as -log10 of the dose in mol/kg body weight (higher means more acutely toxic). (4) The drug is NC(=O)NCc1ccccc1. The rat oral LD50 is 1.75, given as -log10 of the dose in mol/kg body weight (higher means more acutely toxic).